Regression. Given a peptide amino acid sequence and an MHC pseudo amino acid sequence, predict their binding affinity value. This is MHC class II binding data. From a dataset of Peptide-MHC class II binding affinity with 134,281 pairs from IEDB. (1) The peptide sequence is YLEDARRLKAIYEKKK. The MHC is HLA-DPA10301-DPB10402 with pseudo-sequence HLA-DPA10301-DPB10402. The binding affinity (normalized) is 0.171. (2) The binding affinity (normalized) is 0.540. The MHC is DRB1_1302 with pseudo-sequence DRB1_1302. The peptide sequence is LIAIHTLAIRYANRT. (3) The peptide sequence is AFKVAATAANAAAAN. The MHC is DRB1_0701 with pseudo-sequence DRB1_0701. The binding affinity (normalized) is 0.706. (4) The peptide sequence is GLAFQEMENFLGPIA. The MHC is HLA-DQA10501-DQB10303 with pseudo-sequence HLA-DQA10501-DQB10303. The binding affinity (normalized) is 0.490. (5) The peptide sequence is MISVLGPISGHVLKA. The MHC is DRB1_0404 with pseudo-sequence DRB1_0404. The binding affinity (normalized) is 0.273. (6) The peptide sequence is TGGAYESYKFIPALE. The MHC is HLA-DQA10501-DQB10301 with pseudo-sequence HLA-DQA10501-DQB10301. The binding affinity (normalized) is 0.169.